Predict the reactants needed to synthesize the given product. From a dataset of Full USPTO retrosynthesis dataset with 1.9M reactions from patents (1976-2016). The reactants are: [NH2:1][C@H:2]([C:8]([OH:10])=[O:9])[CH2:3][CH2:4][C:5](O)=O.N1C[C@H:17](O)[CH2:16][C@H:12]1[C:13](O)=O. Given the product [NH2:1][C@H:2]([C:8]([OH:10])=[O:9])[CH2:3][C:4]1[CH:17]=[CH:16][CH:12]=[CH:13][CH:5]=1, predict the reactants needed to synthesize it.